This data is from Forward reaction prediction with 1.9M reactions from USPTO patents (1976-2016). The task is: Predict the product of the given reaction. (1) Given the reactants [Br:1][C:2]1[CH:3]=[C:4]2[C:9](=[CH:10][CH:11]=1)[CH2:8][C:7](=[O:12])[CH2:6][CH2:5]2.[N-:13]=[N+]=[N-].[Na+].FC(F)(F)S(O)(=O)=O, predict the reaction product. The product is: [Br:1][C:2]1[CH:11]=[CH:10][C:9]2[CH2:8][NH:13][C:7](=[O:12])[CH2:6][CH2:5][C:4]=2[CH:3]=1. (2) Given the reactants [C:1]([C:3]1[CH:8]=[CH:7][N:6]=[C:5]([NH:9][C@H:10]2[CH2:15][N:14](C(OCC3C=CC=CC=3)=O)[C@H:13]([CH3:26])[CH2:12][CH2:11]2)[C:4]=1[O:27][CH3:28])#[N:2], predict the reaction product. The product is: [CH3:26][C@H:13]1[NH:14][CH2:15][C@H:10]([NH:9][C:5]2[C:4]([O:27][CH3:28])=[C:3]([C:1]#[N:2])[CH:8]=[CH:7][N:6]=2)[CH2:11][CH2:12]1. (3) Given the reactants [Cl:1][C:2]1[N:10]=[C:9]2[C:5]([N:6]=[CH:7][N:8]2[CH3:11])=[C:4](Cl)[N:3]=1.[C:13]1([C:19]2[CH:26]=[CH:25][C:22]([CH2:23][NH2:24])=[CH:21][CH:20]=2)[CH:18]=[CH:17][CH:16]=[CH:15][CH:14]=1.C(N(CC)CC)C, predict the reaction product. The product is: [C:19]1([C:13]2[CH:14]=[CH:15][CH:16]=[CH:17][CH:18]=2)[CH:20]=[CH:21][C:22]([CH2:23][NH:24][C:4]2[N:3]=[C:2]([Cl:1])[N:10]=[C:9]3[C:5]=2[N:6]=[CH:7][N:8]3[CH3:11])=[CH:25][CH:26]=1. (4) Given the reactants [C:1]([C:4]1[CH:9]=[CH:8][C:7]([C:10]2[CH:11]=[CH:12][N:13]3[C:18]([C:19]=2[CH3:20])=[C:17]([CH:21]2[CH2:23][CH2:22]2)[CH:16]=[C:15]([C:24]([O:26][CH2:27][CH3:28])=[O:25])[C:14]3=[O:29])=[CH:6][CH:5]=1)(=[O:3])[CH3:2].[BH4-].[Na+].O, predict the reaction product. The product is: [CH:21]1([C:17]2[CH:16]=[C:15]([C:24]([O:26][CH2:27][CH3:28])=[O:25])[C:14](=[O:29])[N:13]3[C:18]=2[C:19]([CH3:20])=[C:10]([C:7]2[CH:8]=[CH:9][C:4]([CH:1]([OH:3])[CH3:2])=[CH:5][CH:6]=2)[CH:11]=[CH:12]3)[CH2:22][CH2:23]1. (5) Given the reactants [NH2:1][C@@H:2]1[CH2:7][CH2:6][CH2:5][N:4]([C:8]2[N:13]([CH2:14][C:15]3[CH:22]=[CH:21][CH:20]=[CH:19][C:16]=3[C:17]#[N:18])[C:12](=[O:23])[N:11]([CH2:24][C:25]3[CH:30]=[CH:29][CH:28]=[C:27](C#N)[CH:26]=3)[C:10](=[O:33])[CH:9]=2)[CH2:3]1.BrCC1C=CC([N:42]2[CH:46]=[CH:45][CH:44]=[N:43]2)=CC=1, predict the reaction product. The product is: [NH2:1][C@@H:2]1[CH2:7][CH2:6][CH2:5][N:4]([C:8]2[N:13]([CH2:14][C:15]3[CH:22]=[CH:21][CH:20]=[CH:19][C:16]=3[C:17]#[N:18])[C:12](=[O:23])[N:11]([CH2:24][C:25]3[CH:26]=[CH:27][C:28]([N:42]4[CH:46]=[CH:45][CH:44]=[N:43]4)=[CH:29][CH:30]=3)[C:10](=[O:33])[CH:9]=2)[CH2:3]1. (6) Given the reactants [CH2:1]([O:8][C:9]1[C:14]([F:15])=[CH:13][C:12]([CH2:16][CH:17]([CH3:21])[C:18]([O-:20])=[O:19])=[CH:11][C:10]=1[F:22])[C:2]1[CH:7]=[CH:6][CH:5]=[CH:4][CH:3]=1.CO.[OH-].[Li+], predict the reaction product. The product is: [CH2:1]([O:8][C:9]1[C:10]([F:22])=[CH:11][C:12]([CH2:16][CH:17]([CH3:21])[C:18]([OH:20])=[O:19])=[CH:13][C:14]=1[F:15])[C:2]1[CH:3]=[CH:4][CH:5]=[CH:6][CH:7]=1.